Dataset: Reaction yield outcomes from USPTO patents with 853,638 reactions. Task: Predict the reaction yield, written as a fraction of the theoretical maximum amount of product (1.0 means a 100% yield; for example, 0.34 means a 34% yield). (1) The reactants are [C:1]([O:5][C:6]([N:8]1[CH:12]=[CH:11][CH:10]=[C:9]1[C:13]1[CH:18]=[C:17]([CH:19]=O)[C:16]([O:21][CH3:22])=[CH:15][C:14]=1[O:23][CH3:24])=[O:7])([CH3:4])([CH3:3])[CH3:2].[C:25]([C:28]1[CH:36]=[CH:35][C:31]([C:32]([OH:34])=[O:33])=[CH:30][CH:29]=1)(=[O:27])[CH3:26]. No catalyst specified. The product is [C:1]([O:5][C:6]([N:8]1[CH:12]=[CH:11][CH:10]=[C:9]1[C:13]1[CH:18]=[C:17](/[CH:19]=[CH:26]/[C:25]([C:28]2[CH:36]=[CH:35][C:31]([C:32]([OH:34])=[O:33])=[CH:30][CH:29]=2)=[O:27])[C:16]([O:21][CH3:22])=[CH:15][C:14]=1[O:23][CH3:24])=[O:7])([CH3:4])([CH3:3])[CH3:2]. The yield is 0.0600. (2) The reactants are [F:1][C:2]([F:18])([F:17])[CH2:3][NH:4][CH:5]1[CH2:11][CH2:10][C:9]2[CH:12]=[C:13]([NH2:16])[CH:14]=[CH:15][C:8]=2[CH2:7][CH2:6]1.Cl[C:20]1[N:25]=[C:24]([NH:26][C@@H:27]2[CH2:32][CH2:31][CH2:30][CH2:29][C@H:28]2[NH:33][S:34]([CH3:37])(=[O:36])=[O:35])[C:23]([Cl:38])=[CH:22][N:21]=1. No catalyst specified. The product is [Cl:38][C:23]1[C:24]([NH:26][C@@H:27]2[CH2:32][CH2:31][CH2:30][CH2:29][C@H:28]2[NH:33][S:34]([CH3:37])(=[O:36])=[O:35])=[N:25][C:20]([NH:16][C:13]2[CH:14]=[CH:15][C:8]3[CH2:7][CH2:6][CH:5]([NH:4][CH2:3][C:2]([F:17])([F:18])[F:1])[CH2:11][CH2:10][C:9]=3[CH:12]=2)=[N:21][CH:22]=1. The yield is 0.720. (3) The reactants are [C:1]([C:5]1[O:9][N:8]=[C:7]([NH:10][C:11]([NH:13][C:14]2[CH:19]=[CH:18][CH:17]=[C:16]([S:20][C:21]3[C:30]4[C:25](=[CH:26][C:27]([O:41][CH3:42])=[C:28]([O:31][CH2:32][CH2:33][CH2:34][N:35]5[CH2:40][CH2:39]C[CH2:37][CH2:36]5)[CH:29]=4)[N:24]=[CH:23][N:22]=3)[CH:15]=2)=[O:12])[CH:6]=1)([CH3:4])([CH3:3])[CH3:2].[CH3:43][S:44]([N:47]1CCNCC1)(=[O:46])=[O:45]. No catalyst specified. The product is [C:1]([C:5]1[O:9][N:8]=[C:7]([NH:10][C:11]([NH:13][C:14]2[CH:19]=[CH:18][CH:17]=[C:16]([S:20][C:21]3[C:30]4[C:25](=[CH:26][C:27]([O:41][CH3:42])=[C:28]([O:31][CH2:32][CH2:33][CH2:34][N:35]5[CH2:40][CH2:39][N:47]([S:44]([CH3:43])(=[O:46])=[O:45])[CH2:37][CH2:36]5)[CH:29]=4)[N:24]=[CH:23][N:22]=3)[CH:15]=2)=[O:12])[CH:6]=1)([CH3:3])([CH3:2])[CH3:4]. The yield is 0.220. (4) The reactants are Cl.[Cl:2][C:3]1[C:8]([C:9]([NH2:11])=[NH:10])=[CH:7][N:6]=[C:5]([O:12][CH3:13])[CH:4]=1.C(=O)(O)[O-].[K+].Cl[CH2:20][C:21]([C:23]1[N:24]([CH:28]([CH3:30])[CH3:29])[N:25]=[CH:26][N:27]=1)=O. The catalyst is C1COCC1.O. The product is [Cl:2][C:3]1[C:8]([C:9]2[NH:11][CH:20]=[C:21]([C:23]3[N:24]([CH:28]([CH3:30])[CH3:29])[N:25]=[CH:26][N:27]=3)[N:10]=2)=[CH:7][N:6]=[C:5]([O:12][CH3:13])[CH:4]=1. The yield is 0.540. (5) The reactants are C([O:3][C:4](=[O:37])[C:5]([CH3:36])([O:7][C:8]1[CH:13]=[CH:12][C:11]([O:14][CH2:15][CH2:16][C:17]2[N:18]=[C:19]([C:23]3[CH:24]=[C:25]([C:29]4[CH:34]=[CH:33][C:32]([F:35])=[CH:31][CH:30]=4)[CH:26]=[CH:27][CH:28]=3)[O:20][C:21]=2[CH3:22])=[CH:10][CH:9]=1)[CH3:6])C.[OH-].[Na+]. The catalyst is CO. The product is [F:35][C:32]1[CH:31]=[CH:30][C:29]([C:25]2[CH:26]=[CH:27][CH:28]=[C:23]([C:19]3[O:20][C:21]([CH3:22])=[C:17]([CH2:16][CH2:15][O:14][C:11]4[CH:10]=[CH:9][C:8]([O:7][C:5]([CH3:36])([CH3:6])[C:4]([OH:37])=[O:3])=[CH:13][CH:12]=4)[N:18]=3)[CH:24]=2)=[CH:34][CH:33]=1. The yield is 0.670. (6) The reactants are CS(O[CH2:6][CH2:7]/[CH:8]=[CH:9]/[CH2:10][C:11]([NH:13][C:14]1[CH:19]=[CH:18][CH:17]=[CH:16][C:15]=1[NH:20][C:21]([O:23][C:24]([CH3:27])([CH3:26])[CH3:25])=[O:22])=[O:12])(=O)=O.[NH3:28].O.O. The catalyst is CN(C=O)C. The product is [NH2:28][CH2:6][CH2:7]/[CH:8]=[CH:9]/[CH2:10][C:11]([NH:13][C:14]1[CH:19]=[CH:18][CH:17]=[CH:16][C:15]=1[NH:20][C:21](=[O:22])[O:23][C:24]([CH3:27])([CH3:26])[CH3:25])=[O:12]. The yield is 0.880.